Dataset: Peptide-MHC class I binding affinity with 185,985 pairs from IEDB/IMGT. Task: Regression. Given a peptide amino acid sequence and an MHC pseudo amino acid sequence, predict their binding affinity value. This is MHC class I binding data. (1) The peptide sequence is PERNEQGQTL. The MHC is Mamu-A11 with pseudo-sequence Mamu-A11. The binding affinity (normalized) is 0.201. (2) The peptide sequence is LLLLISLVY. The MHC is HLA-B39:01 with pseudo-sequence HLA-B39:01. The binding affinity (normalized) is 0.0847. (3) The peptide sequence is RESKGGKYSI. The MHC is H-2-Dd with pseudo-sequence H-2-Dd. The binding affinity (normalized) is 0.126. (4) The MHC is HLA-B58:01 with pseudo-sequence HLA-B58:01. The binding affinity (normalized) is 0.0847. The peptide sequence is YLGSWATGK. (5) The peptide sequence is ELIDVLKTRL. The MHC is HLA-A02:03 with pseudo-sequence HLA-A02:03. The binding affinity (normalized) is 0.559. (6) The MHC is HLA-B35:01 with pseudo-sequence HLA-B35:01. The peptide sequence is YSQESPQSY. The binding affinity (normalized) is 0.650. (7) The peptide sequence is FLDGVNLVA. The MHC is HLA-A30:02 with pseudo-sequence HLA-A30:02. The binding affinity (normalized) is 0.0955. (8) The peptide sequence is KFVFPLNSK. The MHC is HLA-A68:01 with pseudo-sequence HLA-A68:01. The binding affinity (normalized) is 0.162.